Dataset: Forward reaction prediction with 1.9M reactions from USPTO patents (1976-2016). Task: Predict the product of the given reaction. (1) Given the reactants [CH3:1][C:2]([NH:10][C:11](=[O:13])[CH3:12])([C:4]1[CH:9]=[CH:8][CH:7]=[CH:6][CH:5]=1)[CH3:3].[C:14]1([CH2:20][C:21](Cl)=[O:22])[CH:19]=[CH:18][CH:17]=[CH:16][CH:15]=1.[Cl-].[Cl-].[Cl-].[Al+3], predict the reaction product. The product is: [CH3:3][C:2]([NH:10][C:11](=[O:13])[CH3:12])([C:4]1[CH:5]=[CH:6][C:7]([C:21](=[O:22])[CH2:20][C:14]2[CH:19]=[CH:18][CH:17]=[CH:16][CH:15]=2)=[CH:8][CH:9]=1)[CH3:1]. (2) Given the reactants CC1C=CC(S(O[CH2:12][CH:13]2[CH2:17][C:16]3[CH:18]=[CH:19][CH:20]=[C:21](Br)[C:15]=3[O:14]2)(=O)=O)=CC=1.[F:23][C:24]([F:35])([F:34])[C:25]1[CH:30]=[CH:29][CH:28]=[CH:27][C:26]=1B(O)O.C(=O)([O-])[O-].[K+].[K+].CC1C=CC(S(OCC2CC3C(C4C=CC=CC=4)=CC=CC=3O2)(=O)=O)=CC=1.CC1C=CC(S(OCC2CC3C=CC=C(C4C=CC=CC=4C(F)(F)F)C=3O2)(=O)=O)=CC=1.S(C1C=CC(C)=CC=1)([O-])(=O)=O.[N-:111]=[N+]=[N-].[Na+].N(CC1CC2C=C(Cl)C=C(C3C=CSC=3)C=2O1)=[N+]=[N-].N(CC1CC2C=CC=C(C3C=CC=CC=3C(F)(F)F)C=2O1)=[N+]=[N-].[N-]=[N+]=[N-], predict the reaction product. The product is: [F:23][C:24]([F:35])([F:34])[C:25]1[CH:30]=[CH:29][CH:28]=[CH:27][C:26]=1[C:21]1[C:15]2[O:14][CH:13]([CH2:12][NH2:111])[CH2:17][C:16]=2[CH:18]=[CH:19][CH:20]=1. (3) Given the reactants [C:1]([O:5][C:6](=[O:40])[NH:7][C:8]1([C:12]2[CH:17]=[CH:16][C:15]([C:18]3[C:27](=[O:28])[C:26]4[C:21](=[CH:22][C:23](C5NN=CC=5)=[CH:24][CH:25]=4)[O:20][C:19]=3[C:34]3[CH:39]=[CH:38][CH:37]=[CH:36][CH:35]=3)=[CH:14][CH:13]=2)[CH2:11][CH2:10][CH2:9]1)([CH3:4])([CH3:3])[CH3:2].C(OC(=O)NC1(C2C=CC(C3C(=O)C4C(=C(Br)C=CC=4)OC=3C3C=CC=CC=3)=CC=2)CCC1)(C)(C)C.[F:77][C:78]([F:94])([F:93])[C:79]1[C:83](B2OC(C)(C)C(C)(C)O2)=[CH:82][NH:81][N:80]=1, predict the reaction product. The product is: [C:1]([O:5][C:6](=[O:40])[NH:7][C:8]1([C:12]2[CH:17]=[CH:16][C:15]([C:18]3[C:27](=[O:28])[C:26]4[C:21](=[C:22]([C:83]5[C:79]([C:78]([F:94])([F:93])[F:77])=[N:80][NH:81][CH:82]=5)[CH:23]=[CH:24][CH:25]=4)[O:20][C:19]=3[C:34]3[CH:35]=[CH:36][CH:37]=[CH:38][CH:39]=3)=[CH:14][CH:13]=2)[CH2:9][CH2:10][CH2:11]1)([CH3:4])([CH3:3])[CH3:2]. (4) Given the reactants [ClH:1].C(OC(=O)[NH:8][C:9]1([C:12]2[O:16][N:15]=[C:14]([CH:17]3[CH2:22][CH:21]([C:23]4[CH:28]=[CH:27][C:26]([C:29]([F:32])([F:31])[F:30])=[CH:25][CH:24]=4)[CH2:20][N:19]([C:33]([N:35]4[CH2:40][CH2:39][O:38][CH2:37][CH2:36]4)=[O:34])[CH2:18]3)[N:13]=2)[CH2:11][CH2:10]1)(C)(C)C, predict the reaction product. The product is: [ClH:1].[NH2:8][C:9]1([C:12]2[O:16][N:15]=[C:14]([CH:17]3[CH2:22][CH:21]([C:23]4[CH:28]=[CH:27][C:26]([C:29]([F:31])([F:32])[F:30])=[CH:25][CH:24]=4)[CH2:20][N:19]([C:33]([N:35]4[CH2:40][CH2:39][O:38][CH2:37][CH2:36]4)=[O:34])[CH2:18]3)[N:13]=2)[CH2:11][CH2:10]1. (5) Given the reactants [Cl:1][C:2]1[CH:7]=[CH:6][CH:5]=[C:4]([Cl:8])[C:3]=1[CH2:9][S:10]([C:13]1[CH:14]=[C:15]2[C:19](=[CH:20][CH:21]=1)[NH:18][C:17](=[O:22])/[C:16]/2=[CH:23]\[C:24]1[NH:28][C:27]([CH3:29])=[C:26]([CH2:30][C:31]([OH:33])=O)[C:25]=1[CH3:34])(=[O:12])=[O:11].C1C=CC2N(O)N=NC=2C=1.CCN=C=NCCCN(C)C.[NH:56]1[CH2:60][CH2:59][C@@H:58]([OH:61])[CH2:57]1, predict the reaction product. The product is: [Cl:8][C:4]1[CH:5]=[CH:6][CH:7]=[C:2]([Cl:1])[C:3]=1[CH2:9][S:10]([C:13]1[CH:14]=[C:15]2[C:19](=[CH:20][CH:21]=1)[NH:18][C:17](=[O:22])/[C:16]/2=[CH:23]\[C:24]1[NH:28][C:27]([CH3:29])=[C:26]([CH2:30][C:31]([N:56]2[CH2:60][CH2:59][C@@H:58]([OH:61])[CH2:57]2)=[O:33])[C:25]=1[CH3:34])(=[O:12])=[O:11].